This data is from Full USPTO retrosynthesis dataset with 1.9M reactions from patents (1976-2016). The task is: Predict the reactants needed to synthesize the given product. (1) Given the product [I:29][C:26]1[CH:25]=[CH:24][C:23]([CH:9]2[C:8]([C:5]3[CH:4]=[CH:3][C:2]([O:1][CH:33]4[CH2:32][CH2:31][CH2:30][CH2:35][O:34]4)=[CH:7][CH:6]=3)=[C:17]([C:18]([F:21])([F:19])[F:20])[C:16]3[C:11](=[CH:12][CH:13]=[C:14]([O:22][CH:51]4[CH2:52][CH2:47][CH2:48][CH2:49][O:44]4)[CH:15]=3)[O:10]2)=[CH:28][CH:27]=1, predict the reactants needed to synthesize it. The reactants are: [OH:1][C:2]1[CH:7]=[CH:6][C:5]([C:8]2[CH:9]([C:23]3[CH:28]=[CH:27][C:26]([I:29])=[CH:25][CH:24]=3)[O:10][C:11]3[C:16]([C:17]=2[C:18]([F:21])([F:20])[F:19])=[CH:15][C:14]([OH:22])=[CH:13][CH:12]=3)=[CH:4][CH:3]=1.[CH2:30]1[CH2:35][O:34][CH:33]=[CH:32][CH2:31]1.C[C:47]1[CH:52]=[CH:51]C(S([O-])(=[O:44])=[O:44])=[CH:49][CH:48]=1.[CH:47]1[CH:52]=[CH:51][NH+]=[CH:49][CH:48]=1. (2) Given the product [Br:11][C:7]1[CH:8]=[C:9]([CH3:10])[C:2]([OH:1])=[C:3]([CH:6]=1)[CH:4]=[O:5], predict the reactants needed to synthesize it. The reactants are: [OH:1][C:2]1[C:9]([CH3:10])=[CH:8][CH:7]=[CH:6][C:3]=1[CH:4]=[O:5].[Br:11]Br.